Dataset: Peptide-MHC class I binding affinity with 185,985 pairs from IEDB/IMGT. Task: Regression. Given a peptide amino acid sequence and an MHC pseudo amino acid sequence, predict their binding affinity value. This is MHC class I binding data. (1) The peptide sequence is RPAPARLPL. The MHC is HLA-B08:02 with pseudo-sequence HLA-B08:02. The binding affinity (normalized) is 0.0847. (2) The peptide sequence is REIGDISYL. The binding affinity (normalized) is 0.0847. The MHC is HLA-A31:01 with pseudo-sequence HLA-A31:01. (3) The binding affinity (normalized) is 0. The MHC is HLA-B27:05 with pseudo-sequence HLA-B27:05. The peptide sequence is RPMTYKAAV. (4) The peptide sequence is LMRSICVSI. The MHC is HLA-A32:01 with pseudo-sequence HLA-A32:01. The binding affinity (normalized) is 0.451. (5) The binding affinity (normalized) is 0.213. The peptide sequence is FARERRLAL. The MHC is HLA-B18:01 with pseudo-sequence HLA-B18:01. (6) The peptide sequence is ALKLSWFKK. The MHC is HLA-A11:01 with pseudo-sequence HLA-A11:01. The binding affinity (normalized) is 0.461. (7) The peptide sequence is YSLEYFQFV. The MHC is HLA-C08:02 with pseudo-sequence HLA-C08:02. The binding affinity (normalized) is 0.0847.